From a dataset of Forward reaction prediction with 1.9M reactions from USPTO patents (1976-2016). Predict the product of the given reaction. (1) Given the reactants [CH3:1][C:2]1[CH:3]=[C:4]([CH:29]=[O:30])[C:5]([CH2:21][O:22][CH:23]2[CH2:28][CH2:27][CH2:26][CH2:25][O:24]2)=[C:6]2[C:10]=1[N:9]([S:11]([C:14]1[CH:20]=[CH:19][C:17]([CH3:18])=[CH:16][CH:15]=1)(=[O:13])=[O:12])[CH:8]=[CH:7]2.[BH4-].[Na+], predict the reaction product. The product is: [CH3:1][C:2]1[CH:3]=[C:4]([CH2:29][OH:30])[C:5]([CH2:21][O:22][CH:23]2[CH2:28][CH2:27][CH2:26][CH2:25][O:24]2)=[C:6]2[C:10]=1[N:9]([S:11]([C:14]1[CH:15]=[CH:16][C:17]([CH3:18])=[CH:19][CH:20]=1)(=[O:13])=[O:12])[CH:8]=[CH:7]2. (2) Given the reactants Cl[C:2]1[N:7]=[C:6]([N:8]2[CH2:12][CH2:11][CH2:10][CH:9]2[C:13]2[O:17][N:16]=[C:15]([C:18]3[CH:23]=[CH:22][CH:21]=[CH:20][N:19]=3)[CH:14]=2)[N:5]=[C:4]([NH:24][C:25]2[CH:29]=[C:28]([CH3:30])[NH:27][N:26]=2)[CH:3]=1.[NH:31]1[CH2:35][CH2:34][CH2:33][CH2:32]1, predict the reaction product. The product is: [N:31]1([C:2]2[N:7]=[C:6]([N:8]3[CH2:12][CH2:11][CH2:10][CH:9]3[C:13]3[O:17][N:16]=[C:15]([C:18]4[CH:23]=[CH:22][CH:21]=[CH:20][N:19]=4)[CH:14]=3)[N:5]=[C:4]([NH:24][C:25]3[CH:29]=[C:28]([CH3:30])[NH:27][N:26]=3)[CH:3]=2)[CH2:35][CH2:34][CH2:33][CH2:32]1. (3) Given the reactants [C:1]([CH2:3][C:4]1[CH:20]=[CH:19][C:7]([O:8][C:9]([CH3:18])([CH3:17])[C:10]([O:12][C:13]([CH3:16])([CH3:15])[CH3:14])=[O:11])=[CH:6][CH:5]=1)#[N:2].Cl.C(=O)([O-])[O-].[Na+].[Na+], predict the reaction product. The product is: [NH2:2][CH2:1][CH2:3][C:4]1[CH:5]=[CH:6][C:7]([O:8][C:9]([CH3:18])([CH3:17])[C:10]([O:12][C:13]([CH3:14])([CH3:16])[CH3:15])=[O:11])=[CH:19][CH:20]=1. (4) The product is: [Cl:1][C:2]1[CH:3]=[C:4]([S:9]([CH2:11][C:12]2[CH:17]=[CH:16][C:15]([F:18])=[CH:14][CH:13]=2)(=[O:20])=[O:25])[CH:5]=[CH:6][C:7]=1[F:8]. Given the reactants [Cl:1][C:2]1[CH:3]=[C:4]([SH:9])[CH:5]=[CH:6][C:7]=1[F:8].Br[CH2:11][C:12]1[CH:17]=[CH:16][C:15]([F:18])=[CH:14][CH:13]=1.C(=O)([O-])[O-:20].[K+].[K+].[OH2:25], predict the reaction product. (5) Given the reactants C([O:3][C:4](=[O:35])[CH:5]=[CH:6][C:7]1[CH:12]=[CH:11][CH:10]=[C:9]([C:13]2[C:14]([N:29]3[CH2:34][CH2:33][O:32][CH2:31][CH2:30]3)=[N:15][C:16]([NH:19][C:20]3[CH:25]=[CH:24][C:23]([F:26])=[C:22]([C:27]#[N:28])[CH:21]=3)=[N:17][CH:18]=2)[CH:8]=1)C.[OH-].[Na+].Cl, predict the reaction product. The product is: [C:27]([C:22]1[CH:21]=[C:20]([NH:19][C:16]2[N:15]=[C:14]([N:29]3[CH2:34][CH2:33][O:32][CH2:31][CH2:30]3)[C:13]([C:9]3[CH:8]=[C:7](/[CH:6]=[CH:5]/[C:4]([OH:35])=[O:3])[CH:12]=[CH:11][CH:10]=3)=[CH:18][N:17]=2)[CH:25]=[CH:24][C:23]=1[F:26])#[N:28].